From a dataset of Reaction yield outcomes from USPTO patents with 853,638 reactions. Predict the reaction yield, written as a fraction of the theoretical maximum amount of product (1.0 means a 100% yield; for example, 0.34 means a 34% yield). (1) The reactants are F[C:2]1[C:27]([F:28])=[CH:26][C:25]([I:29])=[CH:24][C:3]=1[C:4]([C:6](=[CH:12][NH:13][CH2:14][CH2:15][O:16][Si:17]([C:20]([CH3:23])([CH3:22])[CH3:21])([CH3:19])[CH3:18])[C:7]([O:9][CH2:10][CH3:11])=[O:8])=[O:5].[H-].[Na+].Cl.O. The catalyst is C1COCC1. The product is [F:28][C:27]1[CH:26]=[C:25]([I:29])[CH:24]=[C:3]2[C:2]=1[N:13]([CH2:14][CH2:15][O:16][Si:17]([C:20]([CH3:21])([CH3:22])[CH3:23])([CH3:19])[CH3:18])[CH:12]=[C:6]([C:7]([O:9][CH2:10][CH3:11])=[O:8])[C:4]2=[O:5]. The yield is 0.920. (2) The reactants are Br[CH2:2][C:3]1[C:7]([C:8](=[O:16])[NH:9][N:10]2[CH2:15][CH2:14][CH2:13][CH2:12][CH2:11]2)=[N:6][N:5]([C:17]2[CH:22]=[CH:21][C:20]([Cl:23])=[CH:19][C:18]=2[Cl:24])[C:4]=1[C:25]1[CH:30]=[CH:29][C:28]([O:31][S:32]([CH2:35][CH2:36][CH3:37])(=[O:34])=[O:33])=[CH:27][CH:26]=1.[OH2:38]. The catalyst is CC(C)=O.[N+]([O-])([O-])=O.[Ag+]. The product is [Cl:24][C:18]1[CH:19]=[C:20]([Cl:23])[CH:21]=[CH:22][C:17]=1[N:5]1[C:4]([C:25]2[CH:30]=[CH:29][C:28]([O:31][S:32]([CH2:35][CH2:36][CH3:37])(=[O:34])=[O:33])=[CH:27][CH:26]=2)=[C:3]([CH2:2][OH:38])[C:7]([C:8](=[O:16])[NH:9][N:10]2[CH2:11][CH2:12][CH2:13][CH2:14][CH2:15]2)=[N:6]1. The yield is 0.560. (3) The reactants are [F:1][C:2]1[C:3]([C:16]2[S:20][C:19]3[C:21]([C:25]4[CH:32]=[CH:31][CH:30]=[CH:29][C:26]=4[CH:27]=O)=[CH:22][CH:23]=[CH:24][C:18]=3[CH:17]=2)=[N:4][C:5]([NH:8][CH2:9][CH2:10][N:11]2[CH:15]=[CH:14][N:13]=[N:12]2)=[N:6][CH:7]=1.[C:33]([BH3-])#[N:34].CC(C)(C)C(O)=O.CN. The catalyst is O1CCOCC1.C(Cl)(Cl)Cl.CC(O)C. The product is [N:11]1([CH2:10][CH2:9][NH:8][C:5]2[N:4]=[C:3]([C:16]3[S:20][C:19]4[C:21]([C:25]5[CH:32]=[CH:31][CH:30]=[CH:29][C:26]=5[CH2:27][NH:34][CH3:33])=[CH:22][CH:23]=[CH:24][C:18]=4[CH:17]=3)[C:2]([F:1])=[CH:7][N:6]=2)[CH:15]=[CH:14][N:13]=[N:12]1. The yield is 0.380. (4) The reactants are [C:1](#[N:3])[CH3:2].C([Li])CCC.[Cl:9][CH2:10][C:11]1[CH:16]=[CH:15][C:14]([CH2:17]Cl)=[CH:13][CH:12]=1. The catalyst is C1COCC1. The product is [Cl:9][CH2:10][C:11]1[CH:16]=[CH:15][C:14]([CH2:17][CH2:2][C:1]#[N:3])=[CH:13][CH:12]=1. The yield is 0.600. (5) The reactants are [CH3:1][CH:2]([N:4]1[C:12]([CH:13]=[CH:14][CH:15]([OH:27])[CH2:16][CH:17]([OH:26])[CH2:18][C:19]([O:21]C(C)(C)C)=[O:20])=[C:11]([C:28]2[CH:33]=[CH:32][C:31]([F:34])=[CH:30][CH:29]=2)[C:10]2[C:5]1=[CH:6][CH:7]=[CH:8][CH:9]=2)[CH3:3].CO.[OH-].[Na+:38]. The catalyst is O. The product is [CH3:3][CH:2]([N:4]1[C:12](/[CH:13]=[CH:14]/[CH:15]([OH:27])[CH2:16][CH:17]([OH:26])[CH2:18][C:19]([O-:21])=[O:20])=[C:11]([C:28]2[CH:29]=[CH:30][C:31]([F:34])=[CH:32][CH:33]=2)[C:10]2[CH:9]=[CH:8][CH:7]=[CH:6][C:5]1=2)[CH3:1].[Na+:38]. The yield is 0.857. (6) The reactants are Cl[C:2]1[CH:7]=[CH:6][C:5]([N+:8]([O-:10])=[O:9])=[CH:4][C:3]=1[N+:11]([O-:13])=[O:12].[NH2:14][CH2:15][C:16]1[N:20]([CH2:21][C:22]([NH:24][CH2:25][CH2:26][CH2:27][CH2:28][C@@H:29]([NH:37][C:38](=[O:57])[NH:39][C@H:40]([CH2:48][CH2:49][C:50]([O:52][C:53]([CH3:56])([CH3:55])[CH3:54])=[O:51])[C:41]([O:43][C:44]([CH3:47])([CH3:46])[CH3:45])=[O:42])[C:30]([O:32][C:33]([CH3:36])([CH3:35])[CH3:34])=[O:31])=[O:23])[N:19]=[N:18][C:17]=1[I:58]. The catalyst is C(O)C. The product is [C:33]([O:32][C:30](=[O:31])[CH:29]([NH:37][C:38](=[O:57])[NH:39][CH:40]([CH2:48][CH2:49][C:50]([O:52][C:53]([CH3:56])([CH3:55])[CH3:54])=[O:51])[C:41]([O:43][C:44]([CH3:47])([CH3:46])[CH3:45])=[O:42])[CH2:28][CH2:27][CH2:26][CH2:25][NH:24][C:22](=[O:23])[CH2:21][N:20]1[C:16]([CH2:15][NH:14][C:2]2[CH:7]=[CH:6][C:5]([N+:8]([O-:10])=[O:9])=[CH:4][C:3]=2[N+:11]([O-:13])=[O:12])=[C:17]([I:58])[N:18]=[N:19]1)([CH3:34])([CH3:35])[CH3:36]. The yield is 0.380. (7) The reactants are [F:1][C:2]1[CH:3]=[C:4]([NH:10][C:11]2[C:16]([C:17]3[N:22]=[C:21]([CH3:23])[N:20]=[C:19]([N:24](CC4C=CC(OC)=CC=4)CC4C=CC(OC)=CC=4)[N:18]=3)=[CH:15][CH:14]=[CH:13][N:12]=2)[CH:5]=[CH:6][C:7]=1[O:8][CH3:9]. The catalyst is C(O)(C(F)(F)F)=O. The product is [F:1][C:2]1[CH:3]=[C:4]([NH:10][C:11]2[C:16]([C:17]3[N:22]=[C:21]([CH3:23])[N:20]=[C:19]([NH2:24])[N:18]=3)=[CH:15][CH:14]=[CH:13][N:12]=2)[CH:5]=[CH:6][C:7]=1[O:8][CH3:9]. The yield is 0.0457.